Dataset: Catalyst prediction with 721,799 reactions and 888 catalyst types from USPTO. Task: Predict which catalyst facilitates the given reaction. (1) Reactant: [Br:1][C:2]1[CH:3]=[C:4]([NH2:9])[C:5]([NH2:8])=[CH:6][CH:7]=1.[C:10](O[C:10]([O:12][C:13]([CH3:16])([CH3:15])[CH3:14])=[O:11])([O:12][C:13]([CH3:16])([CH3:15])[CH3:14])=[O:11].[OH-:25].[Na+]. Product: [C:13]([O:12][C:10](=[O:11])[NH:9][C:4]1[CH:3]=[C:2]([Br:1])[CH:7]=[CH:6][C:5]=1[NH:8][C:10]([O:12][C:13]([CH3:16])([CH3:15])[CH3:14])=[O:25])([CH3:16])([CH3:15])[CH3:14]. The catalyst class is: 4. (2) Reactant: C[O:2][C:3](=[O:27])[CH2:4][CH2:5][CH2:6][CH2:7][CH2:8][CH2:9][C:10]([NH:12][C:13]1[S:14][CH:15]=[C:16]([C:18]2[CH:23]=[CH:22][CH:21]=[C:20]([N+:24]([O-:26])=[O:25])[CH:19]=2)[N:17]=1)=[O:11].O[Li].O.Cl. Product: [N+:24]([C:20]1[CH:19]=[C:18]([C:16]2[N:17]=[C:13]([NH:12][C:10](=[O:11])[CH2:9][CH2:8][CH2:7][CH2:6][CH2:5][CH2:4][C:3]([OH:27])=[O:2])[S:14][CH:15]=2)[CH:23]=[CH:22][CH:21]=1)([O-:26])=[O:25]. The catalyst class is: 24. (3) Reactant: [Cl:1][C:2]1[C:3]([O:28][CH2:29][C:30]2[CH:35]=[CH:34][CH:33]=[C:32]([C:36]3[CH:45]=[CH:44][C:39]4[O:40][CH2:41][CH2:42][O:43][C:38]=4[CH:37]=3)[C:31]=2[CH3:46])=[CH:4][C:5]([O:18][CH2:19][C:20]2[CH:21]=[N:22][CH:23]=[C:24]([C:26]#[N:27])[CH:25]=2)=[C:6]([CH:17]=1)[CH2:7][N:8]1[CH2:13][CH2:12][CH2:11][CH2:10][C@H:9]1[C:14](O)=[O:15].C(O)(C(F)(F)F)=O.C[NH:55][S:56]([NH:59][CH3:60])(=[O:58])=[O:57].[CH2:61](Cl)CCl. Product: [Cl:1][C:2]1[C:3]([O:28][CH2:29][C:30]2[CH:35]=[CH:34][CH:33]=[C:32]([C:36]3[CH:45]=[CH:44][C:39]4[O:40][CH2:41][CH2:42][O:43][C:38]=4[CH:37]=3)[C:31]=2[CH3:46])=[CH:4][C:5]([O:18][CH2:19][C:20]2[CH:21]=[N:22][CH:23]=[C:24]([C:26]#[N:27])[CH:25]=2)=[C:6]([CH:17]=1)[CH2:7][N:8]1[CH2:13][CH2:12][CH2:11][CH2:10][C@H:9]1[C:14]([NH:55][S:56](=[O:58])(=[O:57])[N:59]([CH3:60])[CH3:61])=[O:15]. The catalyst class is: 154. (4) Reactant: [Cl-].[Cl-].[Cl-].[Al+3].[Cl:5][C:6]1[C:15]2[C:10](=[CH:11][C:12]([O:16]C)=[CH:13][CH:14]=2)[N:9]=[N:8][CH:7]=1. Product: [Cl:5][C:6]1[C:15]2[C:10](=[CH:11][C:12]([OH:16])=[CH:13][CH:14]=2)[N:9]=[N:8][CH:7]=1. The catalyst class is: 48. (5) Reactant: [CH3:1][C@:2]1([NH:16][C:17](=[O:23])[O:18][C:19]([CH3:22])([CH3:21])[CH3:20])[CH2:6][C:5](=[O:7])[N:4]([C@@H:8]([C:10]2[CH:15]=[CH:14][CH:13]=[CH:12][CH:11]=2)[CH3:9])[CH2:3]1.CI.[H-].[Na+].[C:28](O)(=O)CC(CC(O)=O)(C(O)=O)O. Product: [CH3:28][N:16]([C@@:2]1([CH3:1])[CH2:6][C:5](=[O:7])[N:4]([C@@H:8]([C:10]2[CH:11]=[CH:12][CH:13]=[CH:14][CH:15]=2)[CH3:9])[CH2:3]1)[C:17](=[O:23])[O:18][C:19]([CH3:22])([CH3:21])[CH3:20]. The catalyst class is: 9.